From a dataset of Full USPTO retrosynthesis dataset with 1.9M reactions from patents (1976-2016). Predict the reactants needed to synthesize the given product. (1) The reactants are: [CH2:1]([O:8][CH2:9][C:10]1([CH3:46])[CH2:18][C:17]2[N:16]([CH2:19][O:20][CH2:21][CH2:22][Si:23]([CH3:26])([CH3:25])[CH3:24])[N:15]=[C:14]([C:27]3[N:28]([CH2:38][O:39][CH2:40][CH2:41][Si:42]([CH3:45])([CH3:44])[CH3:43])[C:29]4[C:34]([CH:35]=3)=[CH:33][CH:32]=[C:31]([NH:36][CH3:37])[CH:30]=4)[C:13]=2[CH2:12][CH2:11]1)[C:2]1[CH:7]=[CH:6][CH:5]=[CH:4][CH:3]=1.[O:47]=[C:48]1[CH2:53][CH2:52][CH2:51][CH2:50][N:49]1[CH2:54][C:55]([OH:57])=O.Cl.C(N=C=NCCCN(C)C)C.O.ON1C2C=CC=CC=2N=N1. Given the product [CH2:1]([O:8][CH2:9][C:10]1([CH3:46])[CH2:18][C:17]2[N:16]([CH2:19][O:20][CH2:21][CH2:22][Si:23]([CH3:26])([CH3:25])[CH3:24])[N:15]=[C:14]([C:27]3[N:28]([CH2:38][O:39][CH2:40][CH2:41][Si:42]([CH3:43])([CH3:45])[CH3:44])[C:29]4[C:34]([CH:35]=3)=[CH:33][CH:32]=[C:31]([N:36]([CH3:37])[C:55](=[O:57])[CH2:54][N:49]3[CH2:50][CH2:51][CH2:52][CH2:53][C:48]3=[O:47])[CH:30]=4)[C:13]=2[CH2:12][CH2:11]1)[C:2]1[CH:7]=[CH:6][CH:5]=[CH:4][CH:3]=1, predict the reactants needed to synthesize it. (2) Given the product [Cl:12][C:7]1[C:8]2[C:3](=[C:2]([N:1]3[CH:15]=[CH:19][CH:18]=[CH:17]3)[CH:11]=[CH:10][CH:9]=2)[CH:4]=[CH:5][N:6]=1, predict the reactants needed to synthesize it. The reactants are: [NH2:1][C:2]1[CH:11]=[CH:10][CH:9]=[C:8]2[C:3]=1[CH:4]=[CH:5][N:6]=[C:7]2[Cl:12].CO[CH:15]1[CH2:19][CH2:18][CH:17](OC)O1. (3) Given the product [O:26]1[C:25]2[CH:29]=[CH:30][C:22]([CH2:21][CH:10]3[CH2:11][CH2:12][CH2:13][N:8]([CH2:1][C:2]4[CH:7]=[CH:6][CH:5]=[CH:4][CH:3]=4)[C:9]3=[O:14])=[CH:23][C:24]=2[O:28][CH2:27]1, predict the reactants needed to synthesize it. The reactants are: [CH2:1]([N:8]1[CH2:13][CH2:12][CH2:11][CH2:10][C:9]1=[O:14])[C:2]1[CH:7]=[CH:6][CH:5]=[CH:4][CH:3]=1.[Li]CCCC.Br[CH2:21][C:22]1[CH:30]=[CH:29][C:25]2[O:26][CH2:27][O:28][C:24]=2[CH:23]=1.[NH4+].[Cl-]. (4) Given the product [NH2:20][C:17]1[CH:16]=[CH:15][C:14]([C:11]2[CH:12]=[CH:13][C:8]([C:6]([NH:5][C@H:4]([C:3]([O:2][CH3:1])=[O:26])[CH:23]([CH3:25])[CH3:24])=[O:7])=[CH:9][CH:10]=2)=[CH:19][CH:18]=1, predict the reactants needed to synthesize it. The reactants are: [CH3:1][O:2][C:3](=[O:26])[C@H:4]([CH:23]([CH3:25])[CH3:24])[NH:5][C:6]([C:8]1[CH:13]=[CH:12][C:11]([C:14]2[CH:19]=[CH:18][C:17]([N+:20]([O-])=O)=[CH:16][CH:15]=2)=[CH:10][CH:9]=1)=[O:7].Cl. (5) Given the product [CH3:33][C:34]1[CH:43]=[C:42]([NH:44][CH2:45][CH2:46][NH:47][C:5](=[O:6])/[CH:4]=[CH:3]/[CH3:2])[C:41]2[C:36](=[CH:37][CH:38]=[CH:39][CH:40]=2)[N:35]=1, predict the reactants needed to synthesize it. The reactants are: C[CH:2](C)/[CH:3]=[CH:4]/[C:5](O)=[O:6].CN(C(ON1N=NC2C=CC=CC1=2)=[N+](C)C)C.F[P-](F)(F)(F)(F)F.[CH3:33][C:34]1[CH:43]=[C:42]([NH:44][CH2:45][CH2:46][NH2:47])[C:41]2[C:36](=[CH:37][CH:38]=[CH:39][CH:40]=2)[N:35]=1.C(N(CC)CC)C. (6) The reactants are: [S:1]1[CH:5]=[CH:4][CH:3]=[C:2]1[CH2:6][NH2:7].[C:8](O[C:8]([O:10][C:11]([CH3:14])([CH3:13])[CH3:12])=[O:9])([O:10][C:11]([CH3:14])([CH3:13])[CH3:12])=[O:9].C(N(CC)CC)C. Given the product [S:1]1[CH:5]=[CH:4][CH:3]=[C:2]1[CH2:6][NH:7][C:8](=[O:9])[O:10][C:11]([CH3:14])([CH3:13])[CH3:12], predict the reactants needed to synthesize it. (7) Given the product [CH2:14]([N:16]([CH2:20][CH3:21])[CH2:17][CH2:18][NH:19][S:10]([C:7]1[CH:8]=[CH:9][C:4]([N+:1]([O-:3])=[O:2])=[CH:5][CH:6]=1)(=[O:12])=[O:11])[CH3:15], predict the reactants needed to synthesize it. The reactants are: [N+:1]([C:4]1[CH:9]=[CH:8][C:7]([S:10](Cl)(=[O:12])=[O:11])=[CH:6][CH:5]=1)([O-:3])=[O:2].[CH2:14]([N:16]([CH2:20][CH3:21])[CH2:17][CH2:18][NH2:19])[CH3:15].C(N(CC)CC)C. (8) Given the product [O:14]=[C:4]1[C:5]2[C:6](=[CH:10][CH:11]=[CH:12][CH:13]=2)[C:7](=[O:9])[N:8]1[CH2:20][CH:19]=[O:18], predict the reactants needed to synthesize it. The reactants are: C(O[C:4]1([O:14]CC)[NH:8][C:7](=[O:9])[C:6]2=[CH:10][CH:11]=[CH:12][CH:13]=[C:5]12)C.Cl.[O:18]1CC[CH2:20][CH2:19]1. (9) Given the product [C:25]([O:24][C@@H:18]([C:9]1[C:8]([CH3:29])=[CH:7][C:5]2[N:6]=[C:2]([C:38]3[CH:37]=[CH:36][C:35]4[N:31]([CH3:30])[C:32](=[O:50])[N:33]([CH3:49])[C:34]=4[CH:39]=3)[S:3][C:4]=2[C:10]=1[C:11]1[CH:16]=[CH:15][C:14]([Cl:17])=[CH:13][CH:12]=1)[C:19]([O:21][CH2:22][CH3:23])=[O:20])([CH3:28])([CH3:27])[CH3:26], predict the reactants needed to synthesize it. The reactants are: Br[C:2]1[S:3][C:4]2[C:10]([C:11]3[CH:16]=[CH:15][C:14]([Cl:17])=[CH:13][CH:12]=3)=[C:9]([C@H:18]([O:24][C:25]([CH3:28])([CH3:27])[CH3:26])[C:19]([O:21][CH2:22][CH3:23])=[O:20])[C:8]([CH3:29])=[CH:7][C:5]=2[N:6]=1.[CH3:30][N:31]1[C:35]2[CH:36]=[CH:37][C:38](B3OC(C)(C)C(C)(C)O3)=[CH:39][C:34]=2[N:33]([CH3:49])[C:32]1=[O:50].C([O-])([O-])=O.[K+].[K+]. (10) Given the product [Cl:8][C:5]1[C:4]([NH2:9])=[CH:3][C:2]([B:10]2[O:14][C:13]([CH3:16])([CH3:15])[C:12]([CH3:18])([CH3:17])[O:11]2)=[CH:7][N:6]=1, predict the reactants needed to synthesize it. The reactants are: Br[C:2]1[CH:3]=[C:4]([NH2:9])[C:5]([Cl:8])=[N:6][CH:7]=1.[B:10]1([B:10]2[O:14][C:13]([CH3:16])([CH3:15])[C:12]([CH3:18])([CH3:17])[O:11]2)[O:14][C:13]([CH3:16])([CH3:15])[C:12]([CH3:18])([CH3:17])[O:11]1.C([O-])(=O)C.[K+].